From a dataset of Retrosynthesis with 50K atom-mapped reactions and 10 reaction types from USPTO. Predict the reactants needed to synthesize the given product. (1) Given the product CC(C)(C)OC(=O)Nc1ccc(Br)cc1F, predict the reactants needed to synthesize it. The reactants are: CC(C)(C)OC(=O)OC(=O)OC(C)(C)C.Nc1ccc(Br)cc1F. (2) Given the product O=C(O)CCCCCNC(=O)C(F)(F)F, predict the reactants needed to synthesize it. The reactants are: CCOC(=O)C(F)(F)F.NCCCCCC(=O)O. (3) Given the product O=c1[nH]c(-c2ccc(F)cc2)ncc1O, predict the reactants needed to synthesize it. The reactants are: COc1cnc(-c2ccc(F)cc2)[nH]c1=O. (4) Given the product CS(=O)(=O)c1ccc(Oc2ncnc3c2cnn3C2CCCCO2)cc1, predict the reactants needed to synthesize it. The reactants are: CS(=O)(=O)c1ccc(O)cc1.Clc1ncnc2c1cnn2C1CCCCO1.